This data is from NCI-60 drug combinations with 297,098 pairs across 59 cell lines. The task is: Regression. Given two drug SMILES strings and cell line genomic features, predict the synergy score measuring deviation from expected non-interaction effect. (1) Drug 1: CC(CN1CC(=O)NC(=O)C1)N2CC(=O)NC(=O)C2. Drug 2: CCCS(=O)(=O)NC1=C(C(=C(C=C1)F)C(=O)C2=CNC3=C2C=C(C=N3)C4=CC=C(C=C4)Cl)F. Cell line: OVCAR-4. Synergy scores: CSS=4.26, Synergy_ZIP=-0.616, Synergy_Bliss=-0.955, Synergy_Loewe=-2.93, Synergy_HSA=-3.23. (2) Drug 1: CS(=O)(=O)CCNCC1=CC=C(O1)C2=CC3=C(C=C2)N=CN=C3NC4=CC(=C(C=C4)OCC5=CC(=CC=C5)F)Cl. Drug 2: C#CCC(CC1=CN=C2C(=N1)C(=NC(=N2)N)N)C3=CC=C(C=C3)C(=O)NC(CCC(=O)O)C(=O)O. Cell line: NCI-H226. Synergy scores: CSS=51.8, Synergy_ZIP=-0.390, Synergy_Bliss=-5.36, Synergy_Loewe=-20.7, Synergy_HSA=-5.58. (3) Drug 1: C1=CC=C(C(=C1)C(C2=CC=C(C=C2)Cl)C(Cl)Cl)Cl. Drug 2: C1CN(CCN1C(=O)CCBr)C(=O)CCBr. Cell line: KM12. Synergy scores: CSS=15.3, Synergy_ZIP=0.436, Synergy_Bliss=4.68, Synergy_Loewe=-3.32, Synergy_HSA=2.78.